Dataset: TCR-epitope binding with 47,182 pairs between 192 epitopes and 23,139 TCRs. Task: Binary Classification. Given a T-cell receptor sequence (or CDR3 region) and an epitope sequence, predict whether binding occurs between them. (1) The epitope is FLNGSCGSV. The TCR CDR3 sequence is CASNRDGYEQYF. Result: 1 (the TCR binds to the epitope). (2) The epitope is ILGLPTQTV. The TCR CDR3 sequence is CASSELASGTDTQYF. Result: 0 (the TCR does not bind to the epitope). (3) The epitope is FLNGSCGSV. The TCR CDR3 sequence is CASSLGRGGSTDTQYF. Result: 1 (the TCR binds to the epitope).